From a dataset of Peptide-MHC class I binding affinity with 185,985 pairs from IEDB/IMGT. Regression. Given a peptide amino acid sequence and an MHC pseudo amino acid sequence, predict their binding affinity value. This is MHC class I binding data. The peptide sequence is SMYPSCCCT. The MHC is HLA-A68:02 with pseudo-sequence HLA-A68:02. The binding affinity (normalized) is 0.